This data is from Peptide-MHC class I binding affinity with 185,985 pairs from IEDB/IMGT. The task is: Regression. Given a peptide amino acid sequence and an MHC pseudo amino acid sequence, predict their binding affinity value. This is MHC class I binding data. (1) The peptide sequence is FRKAQIQGL. The MHC is HLA-C06:02 with pseudo-sequence HLA-C06:02. The binding affinity (normalized) is 0.851. (2) The peptide sequence is AQFNASPVA. The MHC is HLA-A02:03 with pseudo-sequence HLA-A02:03. The binding affinity (normalized) is 0.389.